The task is: Predict the reaction yield, written as a fraction of the theoretical maximum amount of product (1.0 means a 100% yield; for example, 0.34 means a 34% yield).. This data is from Reaction yield outcomes from USPTO patents with 853,638 reactions. The reactants are [OH:1][C:2]1[CH:10]=[CH:9][C:5]([C:6]([OH:8])=O)=[CH:4][CH:3]=1.[NH:11]1[CH2:14][CH2:13][CH2:12]1. The catalyst is C(#N)C. The product is [N:11]1([C:6]([C:5]2[CH:4]=[CH:3][C:2]([OH:1])=[CH:10][CH:9]=2)=[O:8])[CH2:14][CH2:13][CH2:12]1. The yield is 0.650.